Dataset: Catalyst prediction with 721,799 reactions and 888 catalyst types from USPTO. Task: Predict which catalyst facilitates the given reaction. Reactant: [F:1][C:2]1[C:11]2[O:10][CH2:9][CH:8]([CH2:12]OS(C3C=CC(C)=CC=3)(=O)=O)[O:7][C:6]=2[CH:5]=[C:4]([S:24]([CH3:27])(=[O:26])=[O:25])[CH:3]=1.[CH3:28][O:29][CH2:30][CH2:31][NH2:32]. Product: [F:1][C:2]1[C:11]2[O:10][CH2:9][CH:8]([CH2:12][NH:32][CH2:31][CH2:30][O:29][CH3:28])[O:7][C:6]=2[CH:5]=[C:4]([S:24]([CH3:27])(=[O:25])=[O:26])[CH:3]=1. The catalyst class is: 10.